From a dataset of HIV replication inhibition screening data with 41,000+ compounds from the AIDS Antiviral Screen. Binary Classification. Given a drug SMILES string, predict its activity (active/inactive) in a high-throughput screening assay against a specified biological target. The molecule is [O-][Cl+3]([O-])([O-])O.c1ccc2c(c1)sc1scc[n+]12. The result is 0 (inactive).